This data is from Forward reaction prediction with 1.9M reactions from USPTO patents (1976-2016). The task is: Predict the product of the given reaction. Given the reactants [C:1]12([CH2:11][NH2:12])[CH2:10][CH:5]3[CH2:6][CH:7]([CH2:9][CH:3]([CH2:4]3)[CH2:2]1)[CH2:8]2.[CH3:13][O:14][C:15]1[CH:33]=[CH:32][CH:31]=[CH:30][C:16]=1[O:17][CH:18]1[CH2:23][CH2:22][N:21]([CH2:24][C:25](OCC)=[O:26])[CH2:20][CH2:19]1, predict the reaction product. The product is: [C:1]12([CH2:11][NH:12][C:25](=[O:26])[CH2:24][N:21]3[CH2:20][CH2:19][CH:18]([O:17][C:16]4[CH:30]=[CH:31][CH:32]=[CH:33][C:15]=4[O:14][CH3:13])[CH2:23][CH2:22]3)[CH2:8][CH:7]3[CH2:6][CH:5]([CH2:4][CH:3]([CH2:9]3)[CH2:2]1)[CH2:10]2.